This data is from Catalyst prediction with 721,799 reactions and 888 catalyst types from USPTO. The task is: Predict which catalyst facilitates the given reaction. (1) Reactant: [Cl:1][C:2]1[N:3]=[CH:4][C:5]2[C:10](I)=[CH:9][N:8]([C:12]([CH3:22])([CH3:21])[CH2:13][O:14][CH:15]3[CH2:20][CH2:19][CH2:18][CH2:17][O:16]3)[C:6]=2[N:7]=1.[Li]CCCC.[C:28]([C:30]1[CH:41]=[CH:40][C:33]([C:34](N(OC)C)=[O:35])=[CH:32][C:31]=1[F:42])#[N:29]. Product: [Cl:1][C:2]1[N:3]=[CH:4][C:5]2[C:10]([C:34]([C:33]3[CH:40]=[CH:41][C:30]([C:28]#[N:29])=[C:31]([F:42])[CH:32]=3)=[O:35])=[CH:9][N:8]([C:12]([CH3:22])([CH3:21])[CH2:13][O:14][CH:15]3[CH2:20][CH2:19][CH2:18][CH2:17][O:16]3)[C:6]=2[N:7]=1. The catalyst class is: 28. (2) Reactant: [C:1]([O:5][C:6](=[O:13])[NH:7][CH:8]1[CH2:11][C:10](=C)[CH2:9]1)([CH3:4])([CH3:3])[CH3:2].[O:14]=[O+][O-].CCOC(C)=O. Product: [C:1]([O:5][C:6](=[O:13])[NH:7][CH:8]1[CH2:11][C:10](=[O:14])[CH2:9]1)([CH3:4])([CH3:3])[CH3:2]. The catalyst class is: 61. (3) Reactant: [Si]([O:8][CH2:9][CH2:10][C:11]1[CH:15]=[C:14]([C:16]2[C:17]([NH:30][CH2:31][CH2:32][CH3:33])=[N:18][C:19]([NH:22][C:23]3[CH:28]=[CH:27][CH:26]=[C:25]([F:29])[CH:24]=3)=[N:20][CH:21]=2)[O:13][N:12]=1)(C(C)(C)C)(C)C.[F-].C([N+](CCCC)(CCCC)CCCC)CCC.C(=O)([O-])O.[Na+].C(OCC)(=O)C. Product: [F:29][C:25]1[CH:24]=[C:23]([NH:22][C:19]2[N:18]=[C:17]([NH:30][CH2:31][CH2:32][CH3:33])[C:16]([C:14]3[O:13][N:12]=[C:11]([CH2:10][CH2:9][OH:8])[CH:15]=3)=[CH:21][N:20]=2)[CH:28]=[CH:27][CH:26]=1. The catalyst class is: 7. (4) Reactant: [CH3:1][C:2]1[CH:3]=[C:4]([CH:17]=[C:18]([CH3:20])[CH:19]=1)[O:5][C:6]1[NH:11][C:10](=[O:12])[NH:9][C:8](=[O:13])[C:7]=1[CH:14]([CH3:16])[CH3:15].C([O-])([O-])=O.[K+].[K+].[I-].[Li+].CS([CH2:33]/[CH:34]=[CH:35]/[CH3:36])(=O)=O. Product: [CH2:33]([N:11]1[C:6]([O:5][C:4]2[CH:3]=[C:2]([CH3:1])[CH:19]=[C:18]([CH3:20])[CH:17]=2)=[C:7]([CH:14]([CH3:16])[CH3:15])[C:8](=[O:13])[NH:9][C:10]1=[O:12])[CH:34]=[CH:35][CH3:36]. The catalyst class is: 215.